This data is from Forward reaction prediction with 1.9M reactions from USPTO patents (1976-2016). The task is: Predict the product of the given reaction. (1) Given the reactants [CH2:1]([C:5]1[C:14]([CH2:15][NH2:16])=[C:13]([C:17]2[CH:22]=[CH:21][CH:20]=[CH:19][CH:18]=2)[C:12]2[C:7](=[CH:8][CH:9]=[C:10]([O:23]C)[CH:11]=2)[N:6]=1)[CH:2]([CH3:4])[CH3:3].B(Br)(Br)Br.C(=O)([O-])O.[Na+].[C:34](O[C:34]([O:36][C:37]([CH3:40])([CH3:39])[CH3:38])=[O:35])([O:36][C:37]([CH3:40])([CH3:39])[CH3:38])=[O:35], predict the reaction product. The product is: [OH:23][C:10]1[CH:11]=[C:12]2[C:7](=[CH:8][CH:9]=1)[N:6]=[C:5]([CH2:1][CH:2]([CH3:3])[CH3:4])[C:14]([CH2:15][NH:16][C:34](=[O:35])[O:36][C:37]([CH3:40])([CH3:39])[CH3:38])=[C:13]2[C:17]1[CH:22]=[CH:21][CH:20]=[CH:19][CH:18]=1. (2) Given the reactants Cl[C:2]1[CH:11]=[C:10]([O:12][CH3:13])[C:9]([N+:14]([O-:16])=[O:15])=[CH:8][C:3]=1[C:4]([O:6][CH3:7])=[O:5].[CH3:17][NH:18][C:19]([C:21]1[CH:26]=[CH:25][C:24](B(O)O)=[CH:23][CH:22]=1)=[O:20].C(=O)([O-])[O-].[Na+].[Na+], predict the reaction product. The product is: [CH3:13][O:12][C:10]1[CH:11]=[C:2]([C:24]2[CH:25]=[CH:26][C:21]([C:19](=[O:20])[NH:18][CH3:17])=[CH:22][CH:23]=2)[C:3]([C:4]([O:6][CH3:7])=[O:5])=[CH:8][C:9]=1[N+:14]([O-:16])=[O:15]. (3) Given the reactants Cl[C:2]1[CH:11]=[CH:10][C:9]2[C:8]([C:12]([NH:14][CH2:15][CH:16]3[CH2:21][CH2:20][CH2:19][CH2:18][CH2:17]3)=[O:13])=[C:7]([Cl:22])[CH:6]=[CH:5][C:4]=2[N:3]=1, predict the reaction product. The product is: [Cl:22][C:7]1[CH:6]=[CH:5][C:4]2[N:3]=[C:2]([CH2:4][CH2:9][CH2:10][CH2:11][C:2]#[N:3])[CH:11]=[CH:10][C:9]=2[C:8]=1[C:12]([NH:14][CH2:15][CH:16]1[CH2:21][CH2:20][CH2:19][CH2:18][CH2:17]1)=[O:13]. (4) Given the reactants C([O:5][C:6]([NH:8][C@@H:9]1[CH2:14][C@@H:13]([C:15](=[O:21])[NH:16][C:17]([CH3:20])([CH3:19])[CH3:18])[CH2:12][CH2:11][C@@H:10]1[NH:22][C:23]([C:25]1[NH:26][C:27]2[C:32]([CH:33]=1)=[CH:31][C:30]([Cl:34])=[CH:29][CH:28]=2)=[O:24])=O)(C)(C)C.Cl.[CH3:36][N:37]1[CH2:42][CH2:41][C:40]2[N:43]=[C:44](C([O-])=O)[S:45][C:39]=2[CH2:38]1.[Li+], predict the reaction product. The product is: [ClH:34].[C:17]([NH:16][C:15]([C@H:13]1[CH2:12][CH2:11][C@H:10]([NH:22][C:23]([C:25]2[NH:26][C:27]3[C:32]([CH:33]=2)=[CH:31][C:30]([Cl:34])=[CH:29][CH:28]=3)=[O:24])[C@H:9]([NH:8][C:6]([C:44]2[S:45][C:39]3[CH2:38][N:37]([CH3:36])[CH2:42][CH2:41][C:40]=3[N:43]=2)=[O:5])[CH2:14]1)=[O:21])([CH3:18])([CH3:20])[CH3:19]. (5) Given the reactants [C:12]([O:11][C:9](O[C:9]([O:11][C:12]([CH3:15])([CH3:14])[CH3:13])=[O:10])=[O:10])([CH3:15])([CH3:14])[CH3:13].[CH3:16][C:17]1[N:18]=[C:19]([NH2:22])[S:20][CH:21]=1, predict the reaction product. The product is: [C:12]([O:11][C:9](=[O:10])[NH:22][C:19]1[S:20][CH:21]=[C:17]([CH3:16])[N:18]=1)([CH3:13])([CH3:14])[CH3:15]. (6) Given the reactants [CH2:1]([O:3][C:4]([C:6]1[C:18]([CH2:19][CH2:20][C:21]2[CH:26]=[CH:25][C:24]([F:27])=[CH:23][CH:22]=2)=[N:17][C:9]2[C@H:10]3[N:14]([C:15](=[O:16])[C:8]=2[C:7]=1[C:28]1[S:32][CH:31]=[C:30]([C:33](O)=[O:34])[CH:29]=1)[CH2:13][CH2:12][CH2:11]3)=[O:5])[CH3:2].[NH2:36][CH:37]1[C:45]2[C:40](=[CH:41][CH:42]=[CH:43][CH:44]=2)[CH2:39][CH2:38]1.CCN=C=NCCCN(C)C.C1C=CC2N(O)N=NC=2C=1.Cl, predict the reaction product. The product is: [CH:37]1([NH:36][C:33]([C:30]2[CH:29]=[C:28]([C:7]3[C:8]4[C:15](=[O:16])[N:14]5[C@H:10]([C:9]=4[N:17]=[C:18]([CH2:19][CH2:20][C:21]4[CH:26]=[CH:25][C:24]([F:27])=[CH:23][CH:22]=4)[C:6]=3[C:4]([O:3][CH2:1][CH3:2])=[O:5])[CH2:11][CH2:12][CH2:13]5)[S:32][CH:31]=2)=[O:34])[C:45]2[C:40](=[CH:41][CH:42]=[CH:43][CH:44]=2)[CH2:39][CH2:38]1.